From a dataset of Forward reaction prediction with 1.9M reactions from USPTO patents (1976-2016). Predict the product of the given reaction. (1) Given the reactants Cl.[F:2][C:3]1[CH:4]=[CH:5][C:6]2[N:10]=[C:9]([C@@H:11]([NH:13]C(=O)OC(C)(C)C)[CH3:12])[N:8]([C:21]3[CH:26]=[CH:25][CH:24]=[CH:23][CH:22]=3)[C:7]=2[CH:27]=1, predict the reaction product. The product is: [F:2][C:3]1[CH:4]=[CH:5][C:6]2[N:10]=[C:9]([C@@H:11]([NH2:13])[CH3:12])[N:8]([C:21]3[CH:22]=[CH:23][CH:24]=[CH:25][CH:26]=3)[C:7]=2[CH:27]=1. (2) Given the reactants [OH:1][CH2:2][C@@H:3]1[O:7][C:6](=[O:8])[N:5]([C:9]2[CH:14]=[CH:13][C:12]([C:15]3[CH2:20][CH2:19][N:18]([CH2:21][C:22]4[CH:27]=[CH:26][CH:25]=[CH:24][CH:23]=4)[CH2:17][CH:16]=3)=[C:11]([F:28])[CH:10]=2)[CH2:4]1.O[C:30]1[CH:34]=[CH:33][O:32][N:31]=1.C1(P(C2C=CC=CC=2)C2C=CC=CC=2)C=CC=CC=1.CC(OC(/N=N/C(OC(C)C)=O)=O)C, predict the reaction product. The product is: [O:32]1[CH:33]=[CH:34][C:30]([O:1][CH2:2][C@@H:3]2[O:7][C:6](=[O:8])[N:5]([C:9]3[CH:14]=[CH:13][C:12]([C:15]4[CH2:20][CH2:19][N:18]([CH2:21][C:22]5[CH:27]=[CH:26][CH:25]=[CH:24][CH:23]=5)[CH2:17][CH:16]=4)=[C:11]([F:28])[CH:10]=3)[CH2:4]2)=[N:31]1. (3) The product is: [CH2:1]([O:3][C:4]([C:6]1[C:7]([OH:25])=[C:8]2[C:14]([Br:15])=[C:13]([Br:16])[N:12]([CH2:17][C:18]3[CH:23]=[CH:22][C:21]([O:28][CH3:26])=[CH:20][CH:19]=3)[C:9]2=[CH:10][N:11]=1)=[O:5])[CH3:2]. Given the reactants [CH2:1]([O:3][C:4]([C:6]1[C:7]([OH:25])=[C:8]2[C:14]([Br:15])=[C:13]([Br:16])[N:12]([CH2:17][C:18]3[CH:23]=[CH:22][C:21](F)=[CH:20][CH:19]=3)[C:9]2=[CH:10][N:11]=1)=[O:5])[CH3:2].[CH2:26]([O:28]C(C1C=CNC=1C)=O)C.COC1C=CC(CBr)=CC=1, predict the reaction product. (4) The product is: [CH3:9][C:4]1[CH:5]=[C:6]([CH3:8])[CH:7]=[C:2]([CH3:1])[C:3]=1[NH:10][C:11]([NH:13][C:14]1[C:15]([C:24]([NH:26][C@H:27]([C:32]([OH:34])=[O:33])[CH2:28][CH2:29][CH2:30][CH3:31])=[O:25])=[N:16][C:17]2[C:22]([CH:23]=1)=[CH:21][CH:20]=[CH:19][CH:18]=2)=[O:12]. Given the reactants [CH3:1][C:2]1[CH:7]=[C:6]([CH3:8])[CH:5]=[C:4]([CH3:9])[C:3]=1[NH:10][C:11]([NH:13][C:14]1[C:15]([C:24]([NH:26][C@H:27]([C:32]([O:34]C)=[O:33])[CH2:28][CH2:29][CH2:30][CH3:31])=[O:25])=[N:16][C:17]2[C:22]([CH:23]=1)=[CH:21][CH:20]=[CH:19][CH:18]=2)=[O:12].CO.Cl, predict the reaction product. (5) Given the reactants FC1C(O[C:9]([C:11]2[CH:12]=[C:13]3[C:17](=[CH:18][CH:19]=2)[NH:16][C:15](=[O:20])[C:14]3=[N:21][NH:22][C:23]2[CH:28]=[CH:27][C:26]([S:29](=[O:32])(=[O:31])[NH2:30])=[CH:25][CH:24]=2)=[O:10])=C(F)C(F)=C(F)C=1F.[CH3:37][O:38][CH2:39][CH2:40][NH2:41], predict the reaction product. The product is: [CH3:37][O:38][CH2:39][CH2:40][NH:41][C:9]([C:11]1[CH:12]=[C:13]2[C:17](=[CH:18][CH:19]=1)[NH:16][C:15](=[O:20])[C:14]2=[N:21][NH:22][C:23]1[CH:28]=[CH:27][C:26]([S:29](=[O:31])(=[O:32])[NH2:30])=[CH:25][CH:24]=1)=[O:10]. (6) Given the reactants [C:1]([O:5][C:6]([NH:8][CH:9]1[CH2:14][CH2:13][CH2:12][N:11](C(OCC2C=CC=CC=2)=O)[CH2:10]1)=[O:7])([CH3:4])([CH3:3])[CH3:2], predict the reaction product. The product is: [NH:11]1[CH2:12][CH2:13][CH2:14][CH:9]([NH:8][C:6](=[O:7])[O:5][C:1]([CH3:3])([CH3:2])[CH3:4])[CH2:10]1.